Dataset: Catalyst prediction with 721,799 reactions and 888 catalyst types from USPTO. Task: Predict which catalyst facilitates the given reaction. (1) Reactant: [NH:1]1[C:5]2[CH:6]=[CH:7][CH:8]=[C:9]([OH:10])[C:4]=2[N:3]=[CH:2]1.[H-].[Na+].[CH3:13][Si:14]([CH3:21])([CH3:20])[CH2:15][CH2:16][O:17][CH2:18]Cl.O.C1[CH2:27][O:26][CH2:25][CH2:24]1. The catalyst class is: 28. Product: [CH3:13][Si:14]([CH3:21])([CH3:20])[CH2:15][CH2:16][O:17][CH2:18][O:10][C:9]1[C:4]2[N:3]=[CH:2][N:1]([CH2:27][O:26][CH2:25][CH2:24][Si:14]([CH3:20])([CH3:15])[CH3:13])[C:5]=2[CH:6]=[CH:7][CH:8]=1. (2) Reactant: C1(P(C2C=CC=CC=2)C2C=CC=CC=2)C=CC=CC=1.O1CCOCC1.Br[C:27]1[N:35]2[C:30]([CH:31]=[N:32][C:33]([S:36][CH3:37])=[N:34]2)=[CH:29][CH:28]=1.[CH3:38][O:39][C:40]1[CH:45]=[CH:44][CH:43]=[CH:42][C:41]=1B(O)O.CN(C)C=O.C(=O)([O-])[O-].[Na+].[Na+].O. Product: [CH3:38][O:39][C:40]1[CH:45]=[CH:44][CH:43]=[CH:42][C:41]=1[C:27]1[N:35]2[C:30]([CH:31]=[N:32][C:33]([S:36][CH3:37])=[N:34]2)=[CH:29][CH:28]=1. The catalyst class is: 167. (3) Reactant: N[C:2]1[N:7]=[C:6]([C:8]([O:10][CH3:11])=[O:9])[C:5]([O:12][CH3:13])=[N:4][CH:3]=1.N([O-])=O.[Na+].C(Cl)(Cl)Cl.C(=O)([O-])O.[Na+].[FH:27]. Product: [F:27][C:2]1[N:7]=[C:6]([C:8]([O:10][CH3:11])=[O:9])[C:5]([O:12][CH3:13])=[N:4][CH:3]=1. The catalyst class is: 17. (4) Reactant: [Cl:1][C:2]1[C:7]([Cl:8])=[C:6]([Cl:9])[N:5]=[C:4]([C:10]([OH:12])=O)[CH:3]=1.S(Cl)([Cl:15])=O. Product: [Cl:1][C:2]1[C:7]([Cl:8])=[C:6]([Cl:9])[N:5]=[C:4]([C:10]([Cl:15])=[O:12])[CH:3]=1. The catalyst class is: 68. (5) Reactant: NC1C=C2NC(C3C=C(N[C:19](C4OC(F)=CC=4)=[O:20])C=CC=3Cl)=NC2=NC=1.C(Cl)(=O)OC(C)C.[Cl:34][C:35]1[CH:40]=[CH:39][C:38]([NH:41][C:42]([C:44]2[O:45][C:46](F)=[CH:47][CH:48]=2)=[O:43])=[CH:37][C:36]=1[C:50]1[N:51](C(OC(C)C)=O)[C:52]2[C:53]([N:65]=1)=[N:54][CH:55]=[C:56]([NH:58][C:59]([O:61][CH:62]([CH3:64])[CH3:63])=[O:60])[CH:57]=2.C(=O)([O-])[O-].[K+].[K+]. Product: [CH:62]([O:61][C:59](=[O:60])[NH:58][C:56]1[CH:57]=[C:52]2[NH:51][C:50]([C:36]3[CH:37]=[C:38]([NH:41][C:42]([C:44]4[O:45][C:46]([O:20][CH3:19])=[CH:47][CH:48]=4)=[O:43])[CH:39]=[CH:40][C:35]=3[Cl:34])=[N:65][C:53]2=[N:54][CH:55]=1)([CH3:64])[CH3:63]. The catalyst class is: 17. (6) Reactant: [CH3:1][O:2][C:3](=[O:12])[CH2:4][C:5]1[CH:10]=[CH:9][CH:8]=[C:7]([OH:11])[CH:6]=1.[Br:13][CH2:14][C@@H:15]([CH3:18])[CH2:16]O.C1(P(C2C=CC=CC=2)C2C=CC=CC=2)C=CC=CC=1.CC(OC(/N=N/C(OC(C)C)=O)=O)C. Product: [CH3:1][O:2][C:3](=[O:12])[CH2:4][C:5]1[CH:10]=[CH:9][CH:8]=[C:7]([O:11][CH2:16][C@H:15]([CH3:18])[CH2:14][Br:13])[CH:6]=1. The catalyst class is: 345.